The task is: Regression. Given a peptide amino acid sequence and an MHC pseudo amino acid sequence, predict their binding affinity value. This is MHC class II binding data.. This data is from Peptide-MHC class II binding affinity with 134,281 pairs from IEDB. The peptide sequence is DAYVATLTEALRVIA. The MHC is DRB1_1201 with pseudo-sequence DRB1_1201. The binding affinity (normalized) is 0.337.